This data is from Reaction yield outcomes from USPTO patents with 853,638 reactions. The task is: Predict the reaction yield, written as a fraction of the theoretical maximum amount of product (1.0 means a 100% yield; for example, 0.34 means a 34% yield). (1) The reactants are [CH3:1][NH:2][CH2:3][CH2:4][N:5]1[CH2:10][CH2:9][O:8][CH2:7][CH2:6]1.C(N(CC)CC)C.Cl[C:19]([C:21]1[CH:22]=[C:23]([CH:28]=[CH:29][CH:30]=1)[C:24]([O:26][CH3:27])=[O:25])=[O:20]. The catalyst is ClCCl. The product is [CH3:1][N:2]([CH2:3][CH2:4][N:5]1[CH2:10][CH2:9][O:8][CH2:7][CH2:6]1)[C:19]([C:21]1[CH:22]=[C:23]([CH:28]=[CH:29][CH:30]=1)[C:24]([O:26][CH3:27])=[O:25])=[O:20]. The yield is 0.990. (2) The reactants are [CH3:1][C:2]1([CH3:34])[CH2:7][O:6][CH2:5][CH2:4][N:3]1[C:8]([C:10]1[N:11]=[C:12](/[CH:29]=[CH:30]/[CH2:31][O:32][CH3:33])[N:13]2[C:22]3[C:17](=[CH:18][C:19]([O:27][CH3:28])=[C:20]([O:23][CH:24]([CH3:26])[CH3:25])[CH:21]=3)[CH2:16][CH2:15][C:14]=12)=[O:9].[H][H].C(N(CC)CC)C. The catalyst is [Pd].CC(O)=O. The product is [CH3:34][C:2]1([CH3:1])[CH2:7][O:6][CH2:5][CH2:4][N:3]1[C:8]([C:10]1[N:11]=[C:12]([CH2:29][CH2:30][CH2:31][O:32][CH3:33])[N:13]2[C:22]3[C:17](=[CH:18][C:19]([O:27][CH3:28])=[C:20]([O:23][CH:24]([CH3:26])[CH3:25])[CH:21]=3)[CH2:16][CH2:15][C:14]=12)=[O:9]. The yield is 0.280. (3) The reactants are Br[C:2]1[N:6]2[N:7]=[C:8]([NH:11][CH2:12][CH2:13][CH2:14][CH3:15])[CH:9]=[CH:10][C:5]2=[N:4][CH:3]=1.[NH:16]1[CH:20]=[C:19](B(O)O)[CH:18]=[N:17]1.P([O-])([O-])([O-])=O.[K+].[K+].[K+].C(#N)C. The catalyst is Cl[Pd-2](Cl)(P(C1C=CC=CC=1)(C1C=CC=CC=1)C1C=CC=CC=1)P(C1C=CC=CC=1)(C1C=CC=CC=1)C1C=CC=CC=1.O. The product is [CH2:12]([NH:11][C:8]1[CH:9]=[CH:10][C:5]2[N:6]([C:2]([C:19]3[CH:20]=[N:16][NH:17][CH:18]=3)=[CH:3][N:4]=2)[N:7]=1)[CH2:13][CH2:14][CH3:15]. The yield is 0.620.